Dataset: CYP2D6 inhibition data for predicting drug metabolism from PubChem BioAssay. Task: Regression/Classification. Given a drug SMILES string, predict its absorption, distribution, metabolism, or excretion properties. Task type varies by dataset: regression for continuous measurements (e.g., permeability, clearance, half-life) or binary classification for categorical outcomes (e.g., BBB penetration, CYP inhibition). Dataset: cyp2d6_veith. (1) The compound is Cc1ccc2nc3nc4ccc[nH]c4cc3c2c1. The result is 0 (non-inhibitor). (2) The drug is Cc1ccc(CNC(=O)[C@H]2C[C@@H]2[C@H](NP(=O)(c2ccccc2)c2ccccc2)c2ccccc2)c(F)c1F. The result is 0 (non-inhibitor).